This data is from Reaction yield outcomes from USPTO patents with 853,638 reactions. The task is: Predict the reaction yield, written as a fraction of the theoretical maximum amount of product (1.0 means a 100% yield; for example, 0.34 means a 34% yield). (1) The reactants are CCCCCOC([NH:9][C:10]1[C:16](F)=[CH:15][N:14]([C@@H:18]2[O:22][C@H:21]([CH3:23])[C@@H:20]([OH:24])[C@H:19]2[OH:25])[C:12](=[O:13])[N:11]=1)=O.CN(C=O)C.C(=O)([O-])[O-].[K+].[K+]. The catalyst is CO. The product is [OH:25][CH:19]1[CH:20]([OH:24])[CH:21]([CH3:23])[O:22][CH:18]1[N:14]1[CH:15]=[CH:16][C:10]([NH2:9])=[N:11][C:12]1=[O:13]. The yield is 0.900. (2) The reactants are [N:1]1[CH:6]=[CH:5][CH:4]=[N:3][C:2]=1[O:7][C:8]1[CH:9]=[C:10]([CH2:14]O)[CH:11]=[CH:12][CH:13]=1.C(N(CC)CC)C.CS(Cl)(=O)=O.[N-:28]=[N+:29]=[N-:30].[Na+]. The catalyst is ClCCl.O. The product is [N:28]([CH2:14][C:10]1[CH:9]=[C:8]([CH:13]=[CH:12][CH:11]=1)[O:7][C:2]1[N:3]=[CH:4][CH:5]=[CH:6][N:1]=1)=[N+:29]=[N-:30]. The yield is 0.860. (3) The reactants are [BH4-].[Na+].[F:3][C:4]1[CH:5]=[C:6]([C:11](=[O:29])[CH:12]([CH2:18][C:19]2[CH:24]=[CH:23][C:22]([C:25]([F:28])([F:27])[F:26])=[CH:21][CH:20]=2)[C:13]([O:15][CH2:16][CH3:17])=[O:14])[CH:7]=[CH:8][C:9]=1[F:10].Cl. The catalyst is C(OCC)C.[Cl-].[Zn+2].[Cl-]. The product is [F:3][C:4]1[CH:5]=[C:6]([CH:11]([OH:29])[CH:12]([CH2:18][C:19]2[CH:20]=[CH:21][C:22]([C:25]([F:26])([F:27])[F:28])=[CH:23][CH:24]=2)[C:13]([O:15][CH2:16][CH3:17])=[O:14])[CH:7]=[CH:8][C:9]=1[F:10]. The yield is 0.980. (4) The reactants are Br[CH:2]([C:14]1[CH:19]=[CH:18][CH:17]=[CH:16][CH:15]=1)[C:3]([C:5]1[C:13]2[C:8](=[CH:9][CH:10]=[CH:11][CH:12]=2)[NH:7][CH:6]=1)=[O:4].[NH2:20][C:21]1[CH:22]=[C:23]([CH:33]=[C:34]([O:36][CH3:37])[CH:35]=1)[O:24][CH2:25][CH2:26][CH2:27][C:28]([O:30][CH2:31][CH3:32])=[O:29].C(N(CC)CC)C. The catalyst is C(#N)C. The product is [NH:7]1[C:8]2[C:13](=[CH:12][CH:11]=[CH:10][CH:9]=2)[C:5]([C:3](=[O:4])[CH:2]([NH:20][C:21]2[CH:22]=[C:23]([CH:33]=[C:34]([O:36][CH3:37])[CH:35]=2)[O:24][CH2:25][CH2:26][CH2:27][C:28]([O:30][CH2:31][CH3:32])=[O:29])[C:14]2[CH:19]=[CH:18][CH:17]=[CH:16][CH:15]=2)=[CH:6]1. The yield is 0.360. (5) The reactants are [F:1][C:2]1[CH:7]=[CH:6][C:5]([C:8]([C:11]2[CH:12]=[C:13]([NH:23][C:24]([C:26]3[NH:27][C:28]4[C:33]([CH:34]=3)=[CH:32][CH:31]=[C:30]([NH:35][S:36]([CH3:39])(=[O:38])=[O:37])[CH:29]=4)=[O:25])[CH:14]=[C:15]([C:17]#[C:18][Si](C)(C)C)[CH:16]=2)([CH3:10])[CH3:9])=[CH:4][CH:3]=1.CCCC[N+](CCCC)(CCCC)CCCC.[F-].O. The catalyst is C1COCC1. The product is [C:17]([C:15]1[CH:14]=[C:13]([NH:23][C:24]([C:26]2[NH:27][C:28]3[C:33]([CH:34]=2)=[CH:32][CH:31]=[C:30]([NH:35][S:36]([CH3:39])(=[O:38])=[O:37])[CH:29]=3)=[O:25])[CH:12]=[C:11]([C:8]([C:5]2[CH:6]=[CH:7][C:2]([F:1])=[CH:3][CH:4]=2)([CH3:10])[CH3:9])[CH:16]=1)#[CH:18]. The yield is 0.380. (6) The reactants are [CH3:1][C:2]1([CH3:12])[NH:7][CH2:6][C:5]2C=CC=C[C:4]=2O1.[H-].[H-].[H-].[H-].[Li+].[Al+3].[CH2:19]1[CH2:23][O:22][CH2:21][CH2:20]1. No catalyst specified. The product is [CH:2]([NH:7][C:6]1[CH:5]=[CH:4][CH:21]=[CH:20][C:19]=1[CH2:23][OH:22])([CH3:12])[CH3:1]. The yield is 0.950.